Predict the product of the given reaction. From a dataset of Forward reaction prediction with 1.9M reactions from USPTO patents (1976-2016). (1) Given the reactants [OH-].[Na+].[OH:3][C:4]1[CH:5]=[C:6]2[C:10](=[CH:11][CH:12]=1)[NH:9][CH:8]=[C:7]2[C:13]([OH:15])=O.C[N:17](C)CCCN=C=NCC, predict the reaction product. The product is: [OH:3][C:4]1[CH:5]=[C:6]2[C:10](=[CH:11][CH:12]=1)[NH:9][CH:8]=[C:7]2[C:13]([NH2:17])=[O:15]. (2) Given the reactants C[Si](I)(C)C.C(OC(=O)[NH:15][CH:16]1[C:21](=[O:22])[N:20]2[CH:23]([CH2:31][C:32]3[CH:37]=[CH:36][C:35]([Cl:38])=[CH:34][CH:33]=3)[C:24](=[O:30])[N:25]([CH:27]([CH3:29])[CH3:28])[CH2:26][CH:19]2[N:18]([S:39]([C:42]2[CH:47]=[CH:46][C:45]([Cl:48])=[CH:44][C:43]=2[Cl:49])(=[O:41])=[O:40])[CH2:17]1)C1C=CC=CC=1.CO, predict the reaction product. The product is: [NH2:15][CH:16]1[C:21](=[O:22])[N:20]2[CH:23]([CH2:31][C:32]3[CH:37]=[CH:36][C:35]([Cl:38])=[CH:34][CH:33]=3)[C:24](=[O:30])[N:25]([CH:27]([CH3:28])[CH3:29])[CH2:26][CH:19]2[N:18]([S:39]([C:42]2[CH:47]=[CH:46][C:45]([Cl:48])=[CH:44][C:43]=2[Cl:49])(=[O:41])=[O:40])[CH2:17]1. (3) Given the reactants [F:1][C:2]1([F:21])[CH2:7][CH2:6][N:5]([C:8]2[C:13]3=[N:14][C:15]([C:18](O)=[O:19])=[CH:16][N:17]=[C:12]3[CH:11]=[N:10][CH:9]=2)[CH2:4][CH2:3]1.C(Cl)(=O)C(Cl)=O.C([N:30](CC)CC)C.[OH-].[NH4+], predict the reaction product. The product is: [F:1][C:2]1([F:21])[CH2:7][CH2:6][N:5]([C:8]2[C:13]3=[N:14][C:15]([C:18]([NH2:30])=[O:19])=[CH:16][N:17]=[C:12]3[CH:11]=[N:10][CH:9]=2)[CH2:4][CH2:3]1. (4) Given the reactants [CH:1]1([CH2:7][CH2:8][N:9]2[C:17]([C:18](OC)=[O:19])=[N:16][C:15]3[C:10]2=[N:11][CH:12]=[N:13][C:14]=3[NH2:22])[CH2:6][CH2:5][CH2:4][CH2:3][CH2:2]1.[H-].[Al+3].[Li+].[H-].[H-].[H-], predict the reaction product. The product is: [CH:1]1([CH2:7][CH2:8][N:9]2[C:17]([CH2:18][OH:19])=[N:16][C:15]3[C:10]2=[N:11][CH:12]=[N:13][C:14]=3[NH2:22])[CH2:6][CH2:5][CH2:4][CH2:3][CH2:2]1.